This data is from Catalyst prediction with 721,799 reactions and 888 catalyst types from USPTO. The task is: Predict which catalyst facilitates the given reaction. (1) Reactant: [Cl:1][C:2]1[C:3]([OH:38])=[C:4]([S:9]([N:12]([CH2:30][C:31]2[CH:36]=[CH:35][C:34]([F:37])=[CH:33][CH:32]=2)[CH2:13][C:14]2[CH:19]=[CH:18][C:17]([CH2:20][NH:21][CH2:22][C:23]3[CH:28]=[CH:27][C:26]([F:29])=[CH:25][CH:24]=3)=[CH:16][CH:15]=2)(=[O:11])=[O:10])[CH:5]=[C:6]([Cl:8])[CH:7]=1.[F:39][C:40]([F:52])([F:51])[C:41]1[N:46]=[CH:45][C:44]([S:47](Cl)(=[O:49])=[O:48])=[CH:43][CH:42]=1.C(N(C(C)C)CC)(C)C. Product: [Cl:1][C:2]1[C:3]([OH:38])=[C:4]([S:9]([N:12]([CH2:13][C:14]2[CH:19]=[CH:18][C:17]([CH2:20][N:21]([CH2:22][C:23]3[CH:28]=[CH:27][C:26]([F:29])=[CH:25][CH:24]=3)[S:47]([C:44]3[CH:45]=[N:46][C:41]([C:40]([F:52])([F:39])[F:51])=[CH:42][CH:43]=3)(=[O:49])=[O:48])=[CH:16][CH:15]=2)[CH2:30][C:31]2[CH:32]=[CH:33][C:34]([F:37])=[CH:35][CH:36]=2)(=[O:10])=[O:11])[CH:5]=[C:6]([Cl:8])[CH:7]=1. The catalyst class is: 2. (2) Reactant: [NH2:1][C:2]1[O:6][N:5]=[C:4]([CH3:7])[CH:3]=1.[C:8](Cl)(=[O:16])[O:9][C:10]1[CH:15]=[CH:14][CH:13]=[CH:12][CH:11]=1.O. Product: [CH3:7][C:4]1[CH:3]=[C:2]([NH:1][C:8](=[O:16])[O:9][C:10]2[CH:15]=[CH:14][CH:13]=[CH:12][CH:11]=2)[O:6][N:5]=1. The catalyst class is: 860. (3) Reactant: [CH3:1][O:2][C:3]([C:5]1[CH:10]=[C:9](Cl)[CH:8]=[CH:7][N:6]=1)=[O:4].[F:12][C:13]1[CH:18]=[C:17]([N+:19]([O-:21])=[O:20])[CH:16]=[CH:15][C:14]=1[OH:22].CO. Product: [CH3:1][O:2][C:3]([C:5]1[CH:10]=[C:9]([O:22][C:14]2[CH:15]=[CH:16][C:17]([N+:19]([O-:21])=[O:20])=[CH:18][C:13]=2[F:12])[CH:8]=[CH:7][N:6]=1)=[O:4]. The catalyst class is: 159. (4) Reactant: C[O:2][C:3]1[C:12]2[C:7](=[CH:8][CH:9]=[CH:10][CH:11]=2)[CH:6]=[C:5]([NH:13][C:14]([C:16]2[C:25](=[O:26])[C:24]3[C:19](=[CH:20][CH:21]=[CH:22][CH:23]=3)[NH:18][CH:17]=2)=[O:15])[CH:4]=1.B(Br)(Br)Br. Product: [OH:2][C:3]1[C:12]2[C:7](=[CH:8][CH:9]=[CH:10][CH:11]=2)[CH:6]=[C:5]([NH:13][C:14]([C:16]2[C:25](=[O:26])[C:24]3[C:19](=[CH:20][CH:21]=[CH:22][CH:23]=3)[NH:18][CH:17]=2)=[O:15])[CH:4]=1. The catalyst class is: 2. (5) Reactant: C(N(CC)CC)C.[Cl:8][C:9]1[CH:17]=[CH:16][C:12]([C:13](Cl)=[O:14])=[CH:11][CH:10]=1.[NH2:18][C:19]1[CH:20]=[CH:21][C:22]([CH3:38])=[C:23]([NH:25][C:26]([C:28]2[CH:29]=[C:30]3[C:35](=[CH:36][CH:37]=2)[N:34]=[CH:33][CH:32]=[CH:31]3)=[O:27])[CH:24]=1. Product: [Cl:8][C:9]1[CH:17]=[CH:16][C:12]([C:13]([NH:18][C:19]2[CH:20]=[CH:21][C:22]([CH3:38])=[C:23]([NH:25][C:26]([C:28]3[CH:29]=[C:30]4[C:35](=[CH:36][CH:37]=3)[N:34]=[CH:33][CH:32]=[CH:31]4)=[O:27])[CH:24]=2)=[O:14])=[CH:11][CH:10]=1. The catalyst class is: 2. (6) Reactant: B.N1C=CC=CC=1.[CH3:8][O:9][C:10]1[CH:15]=[CH:14][C:13]([CH:16]=[N:17][N:18]2[C:26](=[O:27])[C:25]3[C:20](=[CH:21][CH:22]=[CH:23][CH:24]=3)[C:19]2=[O:28])=[CH:12][C:11]=1[CH3:29]. Product: [CH3:8][O:9][C:10]1[CH:15]=[CH:14][C:13]([CH2:16][NH:17][N:18]2[C:26](=[O:27])[C:25]3[C:20](=[CH:21][CH:22]=[CH:23][CH:24]=3)[C:19]2=[O:28])=[CH:12][C:11]=1[CH3:29]. The catalyst class is: 15.